From a dataset of Ames mutagenicity test results for genotoxicity prediction. Regression/Classification. Given a drug SMILES string, predict its toxicity properties. Task type varies by dataset: regression for continuous values (e.g., LD50, hERG inhibition percentage) or binary classification for toxic/non-toxic outcomes (e.g., AMES mutagenicity, cardiotoxicity, hepatotoxicity). Dataset: ames. (1) The result is 0 (non-mutagenic). The compound is Cc1ccc(S(=O)(=O)n2ncc(Cl)c(Cl)c2=O)cc1. (2) The drug is O=C(O)/C=C/c1ccc(O)c(O)c1. The result is 0 (non-mutagenic). (3) The drug is Clc1ccc(CC2CO2)cc1. The result is 1 (mutagenic). (4) The compound is COc1cccc2c(O)c3c(O)c4c(c(O)c3c(O)c12)C(=O)CC(O)(C(C)=O)C4. The result is 1 (mutagenic).